Dataset: Experimentally validated miRNA-target interactions with 360,000+ pairs, plus equal number of negative samples. Task: Binary Classification. Given a miRNA mature sequence and a target amino acid sequence, predict their likelihood of interaction. (1) The miRNA is hsa-miR-32-3p with sequence CAAUUUAGUGUGUGUGAUAUUU. The protein sequence of the target gene is MACGLALKRPLQHEYESFLTDETYNGEAKRARTQCPPFRAQMGTIAATLPSTSTFAQKFKEQEESVFQAATLMTRLSRNQLKTYLSSEVKNLRKRKAIPRSNDFDDDGDQRGDGCSSNYSKAYRAPSSPKSGSDSEGEAPSTSVTDRSSAKREFTMANVQMICERLLKQQEIRLRNEFEMVLTKKLDEQHQQYVQFAAEQLNSKCVSTGDDYSYSYLS. Result: 0 (no interaction). (2) The miRNA is hsa-miR-1298-5p with sequence UUCAUUCGGCUGUCCAGAUGUA. The protein sequence of the target gene is MPGHLLQEEMTPSYTTTTTITAPPSGSLQNGREKVKTVPLYLEEDIRPEMKEDIYDPTYQDEEGPPPKLEYVWRNIILMALLHVGALYGITLVPSCKLYTCLFAFVYYVISIEGIGAGVHRLWSHRTYKARLPLRIFLIIANTMAFQNDVYEWARDHRAHHKFSETHADPHNSRRGFFFSHVGWLLVRKHPAVKEKGGKLDMSDLKAEKLVMFQRRYYKPGILLMCFILPTLVPWYCWGETFLNSFYVATLLRYAVVLNATWLVNSAAHLYGYRPYDKNIDPRQNALVSLGSMGEGFHNY.... Result: 0 (no interaction). (3) The miRNA is mmu-miR-188-5p with sequence CAUCCCUUGCAUGGUGGAGGG. The protein sequence of the target gene is MERTLVCLVVIFLGTVAHKSSPQGPDRLLIRLRHLIDIVEQLKIYENDLDPELLSAPQDVKGHCEHAAFACFQKAKLKPSNPGNNKTFIIDLVAQLRRRLPARRGGKKQKHIAKCPSCDSYEKRTPKEFLERLKWLLQKMIHQHLS. Result: 1 (interaction). (4) The miRNA is hsa-miR-106b-5p with sequence UAAAGUGCUGACAGUGCAGAU. The protein sequence of the target gene is MEGVEEKKKEVPAVPETLKKKRRNFAELKIKRLRKKFAQKMLRKARRKLIYEKAKHYHKEYRQMYRTEIRMARMARKAGNFYVPAEPKLAFVIRIRGINGVSPKVRKVLQLLRLRQIFNGTFVKLNKASINMLRIVEPYIAWGYPNLKSVNELIYKRGYGKINKKRIALTDNALIARSLGKYGIICMEDLIHEIYTVGKRFKEANNFLWPFKLSSPRGGMKKKTTHFVEGGDAGNREDQINRLIRRMN. Result: 1 (interaction). (5) The miRNA is mmu-miR-5113 with sequence ACAGAGGAGGAGAGAGAUCCUGU. The protein sequence of the target gene is MSWSPSLPTQTCGAWEMKERLGTGGFGNVIRWHNQVTGEQIAIKQCRQELSPKNRDRWCLEIQIMRRLNHPNVVAARDVPEGMQNLAPNDLPLLAMEYCQGGDLRRYLNQFENCCGLREGAILTLLSDIASALRYLHENRIIHRDLKPENIVLQQGEKRLIHKIIDLGYAKELDQGSLCTSFVGTLQYLAPELLEQQKYTVTVDYWSFGTLAFECITGFRPFLPNWQPVQWHSKVRQKSEVDIVVSEDLNGTVKFSSSSPFPNNLNSVLAERLEKWLQLMLTWQPRQRGVDPQYGPNGCF.... Result: 0 (no interaction). (6) The miRNA is mmu-miR-701-5p with sequence UUAGCCGCUGAAAUAGAUGGA. The protein sequence of the target gene is MYTFVVRDENSSVYAEVSRLLLATGHWKRLRRDNPRFNLMLGERNRLPFGRLGHEPGLVQLVNYYRGADKLCRKASLVKLIKTSPELAESCTWFPESYVIYPTNLKTPVAPAQNGIQPPISNSRTDEREFFLASYNRKKEDGEGNVWIAKSSAGAKGEGILISSEASELLDFIDNQGQVHVIQKYLEHPLLLEPGHRKFDIRSWVLVDHQYNIYLYREGVLRTASEPYHVDNFQDKTCHLTNHCIQKEYSKNYGKYEEGNEMFFKEFNQYLTSALNITLESSILLQIKHIIRNCLLSVEP.... Result: 0 (no interaction). (7) The miRNA is hsa-miR-3115 with sequence AUAUGGGUUUACUAGUUGGU. The protein sequence of the target gene is MELSADYLREKLRQDLEAEHVEVEDTTLNRCATSFRVLVVSAKFEGKPLLQRHRLVNECLAEELPHIHAFEQKTLTPEQWTRQRRE. Result: 0 (no interaction). (8) Result: 0 (no interaction). The miRNA is hsa-miR-7112-3p with sequence UGCAUCACAGCCUUUGGCCCUAG. The protein sequence of the target gene is MAAQALAAQAVASRLQRQEEDIRWLCAEVQRLRDEQLRGPERGQAEGPRLTREVAQLQAENRDLHQRLCGLRLRLAEQRRTEAGRAAAHEPPTQNQEKDTKKKRLKQSEPGREVKQPNFIKERLQLFETLKTDHQLLPATQEKKNTNNVISVRVAGGKTVQGERWKTTPYQVAAGISKELAEHTVIAKVNGVLWDLDRPLEGDSTVELLMFDNEEAQAVYWHSSAHILGEAMELYYGGHLCYGPPIENGFYYDMFIEDRVVSSTELSALENICKTIIKEKQPFERLEVSKDTLLEMFKYN.... (9) The miRNA is hsa-miR-4260 with sequence CUUGGGGCAUGGAGUCCCA. The protein sequence of the target gene is MGEKVSEAPEPVPRGCSGHGSRTPASALVAASSPGASSAESSSGSETLSEEGEPGGFSREHQPPPPPPLGGTLGARAPAAWAPASVLLERGVLALPPPLPGGAVPPAPRGSSASQEEQDEELDHILSPPPMPFRKCSNPDVASGPGKSLKYKRQLSEDGRQLRRGSLGGALTGRYLLPNPVAGQAWPASAETSNLVRMRSQALGQSAPSLTASLKELSLPRRGSFCRTSNRKSLIGNGQSPALPRPHSPLSAHAGNSPQDSPRNFSPSASAHFSFARRTDGRRWSLASLPSSGYGTNTPS.... Result: 0 (no interaction). (10) The protein sequence of the target gene is MALLAEHLLKPLPADKQIETGPFLEAVSHLPPFFDCLGSPVFTPIKADISGNITKIKAVYDTNPAKFRTLQNILEVEKEMYGAEWPKVGATLALMWLKRGLRFIQVFLQSICDGERDENHPNLIRVNATKAYEMALKKYHGWIVQKIFQAALYAAPYKSDFLKALSKGQNVTEEECLEKIRLFLVNYTATIDVIYEMYTQMNAELNYKV. Result: 0 (no interaction). The miRNA is mmu-miR-693-5p with sequence CAGCCACAUCCGAAAGUUUUC.